Dataset: Full USPTO retrosynthesis dataset with 1.9M reactions from patents (1976-2016). Task: Predict the reactants needed to synthesize the given product. (1) Given the product [Cl:1][C:2]1[CH:3]=[C:4]([C:13]2[C:22]3[C:17](=[CH:18][C:19]4[C:25]([NH:26][S:31]([CH:28]5[CH2:30][CH2:29]5)(=[O:33])=[O:32])=[N:24][O:23][C:20]=4[CH:21]=3)[C:16]([CH3:27])=[CH:15][N:14]=2)[CH:5]=[N:6][C:7]=1[O:8][CH2:9][CH:10]([CH3:12])[CH3:11], predict the reactants needed to synthesize it. The reactants are: [Cl:1][C:2]1[CH:3]=[C:4]([C:13]2[C:22]3[C:17](=[CH:18][C:19]4[C:25]([NH2:26])=[N:24][O:23][C:20]=4[CH:21]=3)[C:16]([CH3:27])=[CH:15][N:14]=2)[CH:5]=[N:6][C:7]=1[O:8][CH2:9][CH:10]([CH3:12])[CH3:11].[CH:28]1([S:31](Cl)(=[O:33])=[O:32])[CH2:30][CH2:29]1.O.CCCC[N+](CCCC)(CCCC)CCCC.[F-]. (2) Given the product [N:19]1[CH:20]=[CH:21][CH:22]=[CH:23][C:18]=1[NH:17][C:2]1[N:7]=[C:6]([C:8]2[CH:13]=[CH:12][N:11]=[C:10]3[NH:14][CH:15]=[CH:16][C:9]=23)[CH:5]=[CH:4][N:3]=1, predict the reactants needed to synthesize it. The reactants are: Cl[C:2]1[N:7]=[C:6]([C:8]2[CH:13]=[CH:12][N:11]=[C:10]3[NH:14][CH:15]=[CH:16][C:9]=23)[CH:5]=[CH:4][N:3]=1.[NH2:17][C:18]1[CH:23]=[CH:22][CH:21]=[CH:20][N:19]=1. (3) Given the product [NH2:23][C:20]1[N:21]=[CH:22][C:17]([C:3]2[CH:4]=[CH:5][C:6]([C:25]3[CH:30]=[CH:29][CH:28]=[CH:27][C:26]=3[S:31]([N:34]3[CH2:39][CH2:38][CH2:37][CH:36]([NH:40][C:41](=[O:47])[O:42][C:43]([CH3:45])([CH3:44])[CH3:46])[CH2:35]3)(=[O:32])=[O:33])=[CH:7][C:2]=2[F:1])=[N:18][CH:19]=1, predict the reactants needed to synthesize it. The reactants are: [F:1][C:2]1[CH:7]=[C:6](B2OC(C)(C)C(C)(C)O2)[CH:5]=[CH:4][C:3]=1[C:17]1[N:18]=[CH:19][C:20]([NH2:23])=[N:21][CH:22]=1.Br[C:25]1[CH:30]=[CH:29][CH:28]=[CH:27][C:26]=1[S:31]([N:34]1[CH2:39][CH2:38][CH2:37][CH:36]([NH:40][C:41](=[O:47])[O:42][C:43]([CH3:46])([CH3:45])[CH3:44])[CH2:35]1)(=[O:33])=[O:32]. (4) Given the product [CH:21]1([C:13]2[CH:12]=[C:11]([C:9](=[O:10])[C:8]([C:4]3[CH:5]=[CH:6][CH:7]=[C:2]([C:29]#[C:28][CH:25]4[CH2:27][CH2:26]4)[CH:3]=3)=[O:24])[CH:16]=[CH:15][C:14]=2[O:17][CH:18]([F:20])[F:19])[CH2:23][CH2:22]1, predict the reactants needed to synthesize it. The reactants are: Br[C:2]1[CH:3]=[C:4]([C:8](=[O:24])[C:9]([C:11]2[CH:16]=[CH:15][C:14]([O:17][CH:18]([F:20])[F:19])=[C:13]([CH:21]3[CH2:23][CH2:22]3)[CH:12]=2)=[O:10])[CH:5]=[CH:6][CH:7]=1.[CH:25]1([C:28]#[CH:29])[CH2:27][CH2:26]1.[Al]. (5) Given the product [F:1][C:2]1[CH:3]=[CH:4][C:5]([OH:28])=[C:6]([C:8]2[CH:13]=[CH:12][CH:11]=[C:10]([S:14]([NH:17][C:18]3[CH:26]=[CH:25][C:21]([C:22]([O:24][CH2:32][CH:31]([O:30][CH3:29])[CH2:34][CH3:35])=[O:23])=[C:20]([OH:27])[CH:19]=3)(=[O:15])=[O:16])[CH:9]=2)[CH:7]=1, predict the reactants needed to synthesize it. The reactants are: [F:1][C:2]1[CH:3]=[CH:4][C:5]([OH:28])=[C:6]([C:8]2[CH:13]=[CH:12][CH:11]=[C:10]([S:14]([NH:17][C:18]3[CH:26]=[CH:25][C:21]([C:22]([OH:24])=[O:23])=[C:20]([OH:27])[CH:19]=3)(=[O:16])=[O:15])[CH:9]=2)[CH:7]=1.[CH3:29][O:30][CH:31]([CH2:34][CH3:35])[CH2:32]O. (6) Given the product [Br:1][C:2]1[N:15]=[C:5]2[C:6]([O:13][CH3:14])=[CH:7][C:8]([C:10]([N:20]3[C@H:21]([CH3:24])[CH2:22][O:23][CH:18]([CH3:17])[CH2:19]3)=[O:12])=[CH:9][N:4]2[N:3]=1, predict the reactants needed to synthesize it. The reactants are: [Br:1][C:2]1[N:15]=[C:5]2[C:6]([O:13][CH3:14])=[CH:7][C:8]([C:10]([OH:12])=O)=[CH:9][N:4]2[N:3]=1.Cl.[CH3:17][CH:18]1[O:23][CH2:22][C@@H:21]([CH3:24])[NH:20][CH2:19]1.C(N(CC)C(C)C)(C)C.CN(C(ON1N=NC2C=CC=NC1=2)=[N+](C)C)C.F[P-](F)(F)(F)(F)F.